Dataset: Peptide-MHC class I binding affinity with 185,985 pairs from IEDB/IMGT. Task: Regression. Given a peptide amino acid sequence and an MHC pseudo amino acid sequence, predict their binding affinity value. This is MHC class I binding data. The peptide sequence is RSSPRETMK. The MHC is HLA-A80:01 with pseudo-sequence HLA-A80:01. The binding affinity (normalized) is 0.0847.